This data is from Forward reaction prediction with 1.9M reactions from USPTO patents (1976-2016). The task is: Predict the product of the given reaction. (1) Given the reactants [CH:1]1[C:10]2[CH2:9][CH2:8][CH2:7][CH2:6][C:5]=2[CH:4]=[CH:3][C:2]=1[CH2:11][C:12]([OH:14])=O.S(Cl)(Cl)=O.[CH3:19][O:20][C:21]1[CH:22]=[C:23]([CH2:29][CH2:30][NH2:31])[CH:24]=[CH:25][C:26]=1[O:27][CH3:28].C(N(CC)CC)C, predict the reaction product. The product is: [CH3:19][O:20][C:21]1[CH:22]=[C:23]([CH2:29][CH2:30][NH:31][C:12](=[O:14])[CH2:11][C:2]2[CH:3]=[CH:4][C:5]3[CH2:6][CH2:7][CH2:8][CH2:9][C:10]=3[CH:1]=2)[CH:24]=[CH:25][C:26]=1[O:27][CH3:28]. (2) Given the reactants [Cl:1][C:2]1[C:10]2[C:9](=[O:11])[NH:8][N:7]=[CH:6][C:5]=2[N:4](COCC[Si](C)(C)C)[C:3]=1[C:20]1[CH:25]=[CH:24][C:23]([O:26][CH3:27])=[C:22]([O:28][CH:29]([CH3:31])[CH3:30])[CH:21]=1.ClC1C2C(=O)NN=CC=2N(COCC[Si](C)(C)C)C=1C1C=CC(OC(F)F)=C(OC(C)C)C=1, predict the reaction product. The product is: [Cl:1][C:2]1[C:10]2[C:9](=[O:11])[NH:8][N:7]=[CH:6][C:5]=2[NH:4][C:3]=1[C:20]1[CH:25]=[CH:24][C:23]([O:26][CH3:27])=[C:22]([O:28][CH:29]([CH3:31])[CH3:30])[CH:21]=1. (3) Given the reactants [Br:1][C:2]1[CH:3]=[C:4]2[C:10](C=O)=[CH:9][N:8]([S:13]([C:16]3[CH:21]=[CH:20][C:19]([CH3:22])=[CH:18][CH:17]=3)(=[O:15])=[O:14])[C:5]2=[N:6][CH:7]=1.ClC1C=CC=C(C(OO)=[O:31])C=1.S([O-])([O-])=O.[Na+].[Na+].C(=O)(O)[O-].[Na+], predict the reaction product. The product is: [Br:1][C:2]1[CH:3]=[C:4]2[C:10](=[O:31])[CH2:9][N:8]([S:13]([C:16]3[CH:21]=[CH:20][C:19]([CH3:22])=[CH:18][CH:17]=3)(=[O:15])=[O:14])[C:5]2=[N:6][CH:7]=1. (4) Given the reactants [C:1](N1C=CN=C1)(N1C=CN=C1)=[O:2].[OH:13][C@@H:14]1[CH2:18][CH2:17][O:16][CH2:15]1.C(N(CC)CC)C.[F:26][C:27]1[CH:47]=[C:46]([S:48]([CH3:51])(=[O:50])=[O:49])[CH:45]=[CH:44][C:28]=1[O:29][C:30]1[C:35]([CH3:36])=[C:34]([O:37][CH:38]2[CH2:43][CH2:42][NH:41][CH2:40][CH2:39]2)[N:33]=[CH:32][N:31]=1, predict the reaction product. The product is: [O:16]1[CH2:17][CH2:18][C@@H:14]([O:13][C:1]([N:41]2[CH2:42][CH2:43][CH:38]([O:37][C:34]3[C:35]([CH3:36])=[C:30]([O:29][C:28]4[CH:44]=[CH:45][C:46]([S:48]([CH3:51])(=[O:49])=[O:50])=[CH:47][C:27]=4[F:26])[N:31]=[CH:32][N:33]=3)[CH2:39][CH2:40]2)=[O:2])[CH2:15]1. (5) Given the reactants Cl[C:2]1[CH:7]=[C:6]([C:8]2[CH:13]=[C:12]([C:14]([F:17])([F:16])[F:15])[CH:11]=[C:10]([C:18]3[CH:23]=[CH:22][C:21]([C:24]([F:27])([F:26])[F:25])=[CH:20][CH:19]=3)[N:9]=2)[CH:5]=[CH:4][N:3]=1.[C:28]([NH:32][S:33]([C:36]1[CH:37]=[C:38](B(O)O)[CH:39]=[CH:40][CH:41]=1)(=[O:35])=[O:34])([CH3:31])([CH3:30])[CH3:29], predict the reaction product. The product is: [C:28]([NH:32][S:33]([C:36]1[CH:37]=[CH:38][CH:39]=[C:40]([C:2]2[CH:7]=[C:6]([C:8]3[CH:13]=[C:12]([C:14]([F:17])([F:16])[F:15])[CH:11]=[C:10]([C:18]4[CH:23]=[CH:22][C:21]([C:24]([F:27])([F:26])[F:25])=[CH:20][CH:19]=4)[N:9]=3)[CH:5]=[CH:4][N:3]=2)[CH:41]=1)(=[O:35])=[O:34])([CH3:31])([CH3:29])[CH3:30].